This data is from Reaction yield outcomes from USPTO patents with 853,638 reactions. The task is: Predict the reaction yield, written as a fraction of the theoretical maximum amount of product (1.0 means a 100% yield; for example, 0.34 means a 34% yield). (1) The reactants are [CH3:1][C:2]1[CH:34]=[C:33]([C:35]2[CH:40]=[CH:39][N:38]=[CH:37][CH:36]=2)[CH:32]=[C:31]([CH3:41])[C:3]=1[O:4][C:5]1[C:6]2[N:29]([CH3:30])[CH:28]=[CH:27][C:7]=2[N:8]=[C:9]([N:11]([C:19]2[CH:24]=[CH:23][C:22]([C:25]#[N:26])=[CH:21][CH:20]=2)C(=O)OC(C)(C)C)[N:10]=1. The catalyst is C(O)(C(F)(F)F)=O. The product is [CH3:1][C:2]1[CH:34]=[C:33]([C:35]2[CH:36]=[CH:37][N:38]=[CH:39][CH:40]=2)[CH:32]=[C:31]([CH3:41])[C:3]=1[O:4][C:5]1[C:6]2[N:29]([CH3:30])[CH:28]=[CH:27][C:7]=2[N:8]=[C:9]([NH:11][C:19]2[CH:20]=[CH:21][C:22]([C:25]#[N:26])=[CH:23][CH:24]=2)[N:10]=1. The yield is 1.00. (2) The reactants are O[C:2]12[CH2:21][CH:20]([O:22][CH3:23])[CH2:19][CH:3]1[NH:4][C:5]([C:7]1[C:8]([CH3:18])=[CH:9][C:10]([CH3:17])=[C:11]([CH:16]=1)[C:12]([O:14][CH3:15])=[O:13])=[N:6]2.C1(C)C=CC(S(O)(=O)=O)=CC=1. The catalyst is CN(C)C=O. The product is [CH3:23][O:22][CH:20]1[CH2:21][C:2]2[NH:6][C:5]([C:7]3[C:8]([CH3:18])=[CH:9][C:10]([CH3:17])=[C:11]([CH:16]=3)[C:12]([O:14][CH3:15])=[O:13])=[N:4][C:3]=2[CH2:19]1. The yield is 0.660. (3) The reactants are [Cl-].O[NH3+:3].[C:4](=[O:7])([O-])[OH:5].[Na+].CS(C)=O.[CH2:13]([C:17]1[N:18]=[C:19]([CH3:51])[N:20]([CH2:39][C:40]2[C:48]3[O:47][C:46]([CH3:50])([CH3:49])[CH2:45][C:44]=3[CH:43]=[CH:42][CH:41]=2)[C:21](=[O:38])[C:22]=1[CH2:23][C:24]1[CH:29]=[CH:28][C:27]([C:30]2[C:31]([C:36]#[N:37])=[CH:32][CH:33]=[CH:34][CH:35]=2)=[CH:26][CH:25]=1)[CH2:14][CH2:15][CH3:16]. The catalyst is C(OCC)(=O)C. The product is [CH2:13]([C:17]1[N:18]=[C:19]([CH3:51])[N:20]([CH2:39][C:40]2[C:48]3[O:47][C:46]([CH3:50])([CH3:49])[CH2:45][C:44]=3[CH:43]=[CH:42][CH:41]=2)[C:21](=[O:38])[C:22]=1[CH2:23][C:24]1[CH:25]=[CH:26][C:27]([C:30]2[CH:35]=[CH:34][CH:33]=[CH:32][C:31]=2[C:36]2[NH:3][C:4](=[O:7])[O:5][N:37]=2)=[CH:28][CH:29]=1)[CH2:14][CH2:15][CH3:16]. The yield is 0.210. (4) The reactants are [N+:1]([C:4]1[C:8]2[CH:9]=[CH:10][CH:11]=[CH:12][C:7]=2[S:6][C:5]=1[S:13]([O-:16])(=[O:15])=[O:14])([O-:3])=[O:2].C(=O)([O-])[O-].[Ag+2:21].CCCCCC.C(OCC)(=O)C. The catalyst is C(#N)C.O. The product is [N+:1]([C:4]1[C:8]2[CH:9]=[CH:10][CH:11]=[CH:12][C:7]=2[S:6][C:5]=1[S:13]([O-:16])(=[O:14])=[O:15])([O-:3])=[O:2].[Ag+:21]. The yield is 0.982. (5) The reactants are B(Br)(Br)Br.C[O:6][C:7]1[C:12]2[O:13][CH:14]([CH3:18])[C:15](=[O:17])[NH:16][C:11]=2[CH:10]=[C:9]([CH:19]=[O:20])[CH:8]=1. The catalyst is C(Cl)Cl. The product is [OH:6][C:7]1[C:12]2[O:13][CH:14]([CH3:18])[C:15](=[O:17])[NH:16][C:11]=2[CH:10]=[C:9]([CH:19]=[O:20])[CH:8]=1. The yield is 0.770.